Dataset: Experimentally validated miRNA-target interactions with 360,000+ pairs, plus equal number of negative samples. Task: Binary Classification. Given a miRNA mature sequence and a target amino acid sequence, predict their likelihood of interaction. (1) The miRNA is rno-miR-29c-3p with sequence UAGCACCAUUUGAAAUCGGUUA. The protein sequence of the target gene is MDHAARPGRFFGVYLLYCQNPRHRGRVYVGFTVNPARRVRQHNAGRKKGGAWRTSGRGPWDMVLIIHGFPSAVAALRFEWAWQHPQASRRLTHVGPRLRSEAAFAFHLRVLAHMLRVPPWVRLPLTLRWLRPDFRHELCPAPPAHMPIAFGPPPPQPLVPKRPAVSEADSERQLDLGTKARCSLCARLLQDEEGPLCCPHPGCPLRAHIICLAEEFLQEEPGQLLPLEGHCPSCKKSLLWGNLVGQCHADTEEEEDLELEEEHWTDLLET. Result: 0 (no interaction). (2) The miRNA is gga-miR-103-3p with sequence AGCAGCAUUGUACAGGGCUAUGA. The protein sequence of the target gene is MDPRNTAMLGLGSDSEGFSRKSPSTINPGTLASKREAEIEGATEEEDPRKRNRERGTEAGKEDGSTDAQQQFSVKETNFSEGNLKLKIGLQAKRTKKPPKNLENYVCRPAIKTTIKHSRKALKSGKMTDEKNEHCPSKWDSSKLFKKAGDATAIDCQAEESIHLHSQGESNPLSKKLSPVHSQMADYISAAPSLVGSRDPDIKDRALLNGGTSVTEKLAQLIATCPPSKSSKAKPKKLGTGTTVGLVSKDLIRKPGVGSIAGIIHKDLIKKPALSTAVGLVTKDPGKKPMFNAAVGLINK.... Result: 0 (no interaction). (3) The miRNA is rno-miR-16-5p with sequence UAGCAGCACGUAAAUAUUGGCG. The protein sequence of the target gene is MGSPEDDLIGIPFPDHSSELLSCLNEQRQLGHLCDLTIRTQGLEYRTHRAVLAACSHYFKKLFTEGGGGTVMGTGGGGTASGGAGAGVCELDFVGPEALGALLEFAYTATLTTSSANMPAVLQAARLLEIPCVIAACMEILQGSGLEAPSPDEDDCERARQYLEAFATATTTASTSGMPNGEDSPPQVPLLPPPPPPPRPVARRSRKPRKAFLQTKGARANHLVPEAPTVLTHPLTYEEEEMVGRLGNSGGSGLGDSYSPPTGAASPAEGPLNYEVFEGEEEEEEMAYPPGYGLAQSNEP.... Result: 0 (no interaction).